This data is from Catalyst prediction with 721,799 reactions and 888 catalyst types from USPTO. The task is: Predict which catalyst facilitates the given reaction. Reactant: [Cl:1][CH2:2][C:3](Cl)=[O:4].[CH3:6][O:7][C:8]([CH:10]1[CH2:19][CH:18]2[CH:13]([CH:14]=[C:15]([O:22][CH3:23])[C:16]([O:20][CH3:21])=[CH:17]2)[CH:12]([C:24]2[CH:32]=[CH:31][C:27]3[O:28][CH2:29][O:30][C:26]=3[CH:25]=2)[NH:11]1)=[O:9].CCN(CC)CC. Product: [CH3:6][O:7][C:8]([CH:10]1[CH2:19][CH:18]2[CH:13]([CH:14]=[C:15]([O:22][CH3:23])[C:16]([O:20][CH3:21])=[CH:17]2)[CH:12]([C:24]2[CH:32]=[CH:31][C:27]3[O:28][CH2:29][O:30][C:26]=3[CH:25]=2)[N:11]1[C:3](=[O:4])[CH2:2][Cl:1])=[O:9]. The catalyst class is: 2.